This data is from CYP1A2 inhibition data for predicting drug metabolism from PubChem BioAssay. The task is: Regression/Classification. Given a drug SMILES string, predict its absorption, distribution, metabolism, or excretion properties. Task type varies by dataset: regression for continuous measurements (e.g., permeability, clearance, half-life) or binary classification for categorical outcomes (e.g., BBB penetration, CYP inhibition). Dataset: cyp1a2_veith. The molecule is COc1ccc2[nH]cc(CCNc3cc(-c4ccc5c(c4)OCO5)ncn3)c2c1. The result is 1 (inhibitor).